Predict the reactants needed to synthesize the given product. From a dataset of Full USPTO retrosynthesis dataset with 1.9M reactions from patents (1976-2016). (1) Given the product [C:12]([O:11][C:9](=[O:10])[N:26]([CH2:25][CH2:24][C:18]1[C:19]([Cl:23])=[CH:20][CH:21]=[CH:22][C:17]=1[Cl:16])[CH2:27][C:28]1[CH:33]=[CH:32][CH:31]=[C:30]([I:34])[CH:29]=1)([CH3:13])([CH3:14])[CH3:15], predict the reactants needed to synthesize it. The reactants are: [C:9](O[C:9]([O:11][C:12]([CH3:15])([CH3:14])[CH3:13])=[O:10])([O:11][C:12]([CH3:15])([CH3:14])[CH3:13])=[O:10].[Cl:16][C:17]1[CH:22]=[CH:21][CH:20]=[C:19]([Cl:23])[C:18]=1[CH2:24][CH2:25][NH:26][CH2:27][C:28]1[CH:33]=[CH:32][CH:31]=[C:30]([I:34])[CH:29]=1. (2) Given the product [O:13]=[C:11]([CH2:5][C:6](=[O:9])[CH2:7][CH3:8])[C:10]([O:17][CH2:18][CH3:19])=[O:16], predict the reactants needed to synthesize it. The reactants are: [O-]CC.[Na+].[CH3:5][C:6](=[O:9])[CH2:7][CH3:8].[C:10]([O:17][CH2:18][CH3:19])(=[O:16])[C:11]([O:13]CC)=O.